The task is: Predict the reactants needed to synthesize the given product.. This data is from Full USPTO retrosynthesis dataset with 1.9M reactions from patents (1976-2016). Given the product [CH2:13]([O:12][C:10]([N:8]1[CH2:7][CH2:6][N:5]2[C:20]([CH3:21])=[C:2]([C:26]([OH:29])=[O:28])[N:3]=[C:4]2[CH2:9]1)=[O:11])[C:14]1[CH:19]=[CH:18][CH:17]=[CH:16][CH:15]=1, predict the reactants needed to synthesize it. The reactants are: I[C:2]1[N:3]=[C:4]2[CH2:9][N:8]([C:10]([O:12][CH2:13][C:14]3[CH:19]=[CH:18][CH:17]=[CH:16][CH:15]=3)=[O:11])[CH2:7][CH2:6][N:5]2[C:20]=1[CH3:21].C([Mg]Br)C.[C:26]([OH:29])(=[O:28])C.